Dataset: Experimentally validated miRNA-target interactions with 360,000+ pairs, plus equal number of negative samples. Task: Binary Classification. Given a miRNA mature sequence and a target amino acid sequence, predict their likelihood of interaction. The miRNA is hsa-miR-23a-3p with sequence AUCACAUUGCCAGGGAUUUCC. The protein sequence of the target gene is MKRHEMVVAKHSALCSRFAQDLWLEQNIKDSFQKVTLSRYGKYGHKNLQLRKGCKSVDECKGHQGGFNGLNQCLKITTSKIFQCNKYVKVMHKFSNSNRHKIRHTENKHFRCKECDKSLCMLSRLTQHKKIHTRENFYKCEECGKTFNWSTNLSKPKKIHTGEKPYKCEVCGKAFHQSSILTKHKIIRTGEKPYKCAHCGKAFKQSSHLTRHKIIHTEEKPYKCEQCGKVFKQSPTLTKHQIIYTGEEPYKCEECGKAFNLS. Result: 1 (interaction).